This data is from Forward reaction prediction with 1.9M reactions from USPTO patents (1976-2016). The task is: Predict the product of the given reaction. Given the reactants [NH2:1][C:2]1[C:7]([C:8]#[N:9])=[C:6]([N:10]2[CH2:15][CH2:14][CH:13]([C:16]3[N:17]([CH2:32][CH2:33][NH:34][CH2:35][CH:36]4[CH2:38][CH2:37]4)[CH:18]=[C:19]([C:21]4[CH:26]=[CH:25][C:24]([F:27])=[C:23]([C:28](F)(F)F)[CH:22]=4)[N:20]=3)[CH2:12][CH2:11]2)[N:5]=[CH:4][N:3]=1.NC1N=CN=C(N2CCC(C3N(CCOS(C)(=O)=O)C=C(C4C=CC(F)=C(C)C=4)N=3)CC2)C=1C#N, predict the reaction product. The product is: [NH2:1][C:2]1[C:7]([C:8]#[N:9])=[C:6]([N:10]2[CH2:11][CH2:12][CH:13]([C:16]3[N:17]([CH2:32][CH2:33][NH:34][CH2:35][CH:36]4[CH2:37][CH2:38]4)[CH:18]=[C:19]([C:21]4[CH:26]=[CH:25][C:24]([F:27])=[C:23]([CH3:28])[CH:22]=4)[N:20]=3)[CH2:14][CH2:15]2)[N:5]=[CH:4][N:3]=1.